Regression. Given a peptide amino acid sequence and an MHC pseudo amino acid sequence, predict their binding affinity value. This is MHC class I binding data. From a dataset of Peptide-MHC class I binding affinity with 185,985 pairs from IEDB/IMGT. (1) The peptide sequence is FVKENERVNV. The MHC is HLA-A02:01 with pseudo-sequence HLA-A02:01. The binding affinity (normalized) is 0.482. (2) The binding affinity (normalized) is 0.383. The MHC is HLA-A30:01 with pseudo-sequence HLA-A30:01. The peptide sequence is ETACLGKAY. (3) The peptide sequence is AVHGYYIGY. The MHC is HLA-A01:01 with pseudo-sequence HLA-A01:01. The binding affinity (normalized) is 0.406. (4) The peptide sequence is FQMGGIGPM. The MHC is HLA-C07:02 with pseudo-sequence HLA-C07:02. The binding affinity (normalized) is 0.436.